From a dataset of Forward reaction prediction with 1.9M reactions from USPTO patents (1976-2016). Predict the product of the given reaction. Given the reactants [Cl:1][C:2]1[N:3]=[CH:4][C:5]([C:8](=O)[CH2:9][C:10]([O:12][CH2:13][CH3:14])=[O:11])=[N:6][CH:7]=1.INC(=O)CCC(N)=O.[NH2:25][C:26]([NH2:28])=[S:27], predict the reaction product. The product is: [NH2:28][C:26]1[S:27][C:9]([C:10]([O:12][CH2:13][CH3:14])=[O:11])=[C:8]([C:5]2[CH:4]=[N:3][C:2]([Cl:1])=[CH:7][N:6]=2)[N:25]=1.